From a dataset of Full USPTO retrosynthesis dataset with 1.9M reactions from patents (1976-2016). Predict the reactants needed to synthesize the given product. Given the product [CH2:18]([O:20][C:21]1[CH:22]=[C:23]([CH:26]=[C:27]([O:30][CH2:31][CH3:32])[C:28]=1[F:29])[CH2:24][N:15]1[CH2:16][CH2:17][CH:12]([NH:11][C:8]2[CH:7]=[CH:6][C:5]([S:2]([CH3:1])(=[O:3])=[O:4])=[CH:10][N:9]=2)[CH2:13][CH2:14]1)[CH3:19], predict the reactants needed to synthesize it. The reactants are: [CH3:1][S:2]([C:5]1[CH:6]=[CH:7][C:8]([NH:11][CH:12]2[CH2:17][CH2:16][NH:15][CH2:14][CH2:13]2)=[N:9][CH:10]=1)(=[O:4])=[O:3].[CH2:18]([O:20][C:21]1[CH:22]=[C:23]([CH:26]=[C:27]([O:30][CH2:31][CH3:32])[C:28]=1[F:29])[CH:24]=O)[CH3:19].C(N(C(C)C)C(C)C)C.C(O)(=O)C.C([BH3-])#N.[Na+].C(=O)([O-])[O-].[Na+].[Na+].